Dataset: Catalyst prediction with 721,799 reactions and 888 catalyst types from USPTO. Task: Predict which catalyst facilitates the given reaction. Reactant: C([O:3][C:4]([C:6]1([S:19]([C:22]2[CH:27]=[CH:26][C:25]([O:28][CH2:29][CH2:30][CH2:31][CH3:32])=[CH:24][CH:23]=2)(=[O:21])=[O:20])[CH2:11][CH2:10][N:9]([CH2:12][C:13]2[CH:18]=[CH:17][CH:16]=[CH:15][CH:14]=2)[CH2:8][CH2:7]1)=[O:5])C. Product: [CH2:12]([N:9]1[CH2:10][CH2:11][C:6]([S:19]([C:22]2[CH:27]=[CH:26][C:25]([O:28][CH2:29][CH2:30][CH2:31][CH3:32])=[CH:24][CH:23]=2)(=[O:21])=[O:20])([C:4]([OH:5])=[O:3])[CH2:7][CH2:8]1)[C:13]1[CH:14]=[CH:15][CH:16]=[CH:17][CH:18]=1. The catalyst class is: 74.